This data is from Reaction yield outcomes from USPTO patents with 853,638 reactions. The task is: Predict the reaction yield, written as a fraction of the theoretical maximum amount of product (1.0 means a 100% yield; for example, 0.34 means a 34% yield). (1) The reactants are Br[C:2]1[CH:3]=[C:4]([CH:6]=[CH:7][CH:8]=1)[NH2:5].[CH3:9][C:10]1[CH:11]=[C:12](B(O)O)[CH:13]=[C:14]([CH3:16])[CH:15]=1.[F-].[Cs+]. The catalyst is C1COCC1.C1C=CC(/C=C/C(/C=C/C2C=CC=CC=2)=O)=CC=1.C1C=CC(/C=C/C(/C=C/C2C=CC=CC=2)=O)=CC=1.C1C=CC(/C=C/C(/C=C/C2C=CC=CC=2)=O)=CC=1.[Pd].[Pd].P(C(C)(C)C)(C(C)(C)C)C(C)(C)C. The product is [CH3:9][C:10]1[CH:11]=[C:12]([C:2]2[CH:3]=[C:4]([CH:6]=[CH:7][CH:8]=2)[NH2:5])[CH:13]=[C:14]([CH3:16])[CH:15]=1. The yield is 0.990. (2) The reactants are Cl[C:2]1[N:3]([CH2:25][CH:26]2[CH2:28][CH2:27]2)[C:4]2[C:9]([N:10]=1)=[C:8]([N:11]1[CH2:16][CH2:15][O:14][CH2:13][CH2:12]1)[N:7]=[C:6]([C:17]1[C:18]([CH3:24])=[N:19][C:20]([NH2:23])=[N:21][CH:22]=1)[N:5]=2.[NH:29]1[CH2:34][CH2:33][NH:32][CH2:31][CH2:30]1.C(N(CC)CC)C.[S:42](Cl)([CH3:45])(=[O:44])=[O:43]. The catalyst is CN1CCCC1=O. The product is [CH:26]1([CH2:25][N:3]2[C:2]([N:29]3[CH2:34][CH2:33][N:32]([S:42]([CH3:45])(=[O:44])=[O:43])[CH2:31][CH2:30]3)=[N:10][C:9]3[C:4]2=[N:5][C:6]([C:17]2[C:18]([CH3:24])=[N:19][C:20]([NH2:23])=[N:21][CH:22]=2)=[N:7][C:8]=3[N:11]2[CH2:16][CH2:15][O:14][CH2:13][CH2:12]2)[CH2:28][CH2:27]1. The yield is 0.510. (3) The reactants are [CH3:1][N:2]1[CH:6]=[C:5]([C:7]2[N:12]=[C:11]3[NH:13][N:14]=[C:15]([C:16]([O:18][CH3:19])=[O:17])[C:10]3=[CH:9][CH:8]=2)[CH:4]=[N:3]1.[I:20][C:21]1[CH:22]=[C:23](B(O)O)[CH:24]=[CH:25][CH:26]=1. No catalyst specified. The product is [I:20][C:21]1[CH:26]=[C:25]([N:13]2[C:11]3=[N:12][C:7]([C:5]4[CH:4]=[N:3][N:2]([CH3:1])[CH:6]=4)=[CH:8][CH:9]=[C:10]3[C:15]([C:16]([O:18][CH3:19])=[O:17])=[N:14]2)[CH:24]=[CH:23][CH:22]=1. The yield is 0.250. (4) The reactants are C(N(C(C)C)C(C)C)C.[O:10]1[CH2:27][C@H:11]1[CH2:12][NH:13][C:14]1[CH:19]=[CH:18][C:17]([N:20]2[CH2:25][CH2:24][O:23][CH2:22][CH2:21]2)=[C:16]([F:26])[CH:15]=1.Cl[C:29]([O:31][CH2:32][CH3:33])=[O:30]. The catalyst is C(Cl)Cl. The product is [CH2:32]([O:31][C:29](=[O:30])[N:13]([CH2:12][C@H:11]1[O:10][CH2:27]1)[C:14]1[CH:19]=[CH:18][C:17]([N:20]2[CH2:21][CH2:22][O:23][CH2:24][CH2:25]2)=[C:16]([F:26])[CH:15]=1)[CH3:33]. The yield is 0.888. (5) The reactants are [Li+].CC([N-]C(C)C)C.[Cl:9][C:10]1[N:15]=[C:14]([Cl:16])[CH:13]=[C:12]([CH3:17])[N:11]=1.[CH3:18][C:19]([CH3:23])=[CH:20][CH2:21]Br.O. The catalyst is C1COCC1.C(OCC)(=O)C. The product is [Cl:9][C:10]1[N:15]=[C:14]([Cl:16])[CH:13]=[C:12]([CH2:17][CH2:21][CH:20]=[C:19]([CH3:23])[CH3:18])[N:11]=1. The yield is 0.740. (6) The reactants are [H-].[Na+].[N:3]1([CH2:7][C@H:8]([OH:18])[C:9]([NH:11][C:12]2[CH:17]=[CH:16][CH:15]=[CH:14][N:13]=2)=[O:10])[CH2:6][CH2:5][CH2:4]1.[Cl:19][C:20]1[C:21]([N:28]2[C:32]3=[N:33][CH:34]=[N:35][C:36](Cl)=[C:31]3[CH:30]=[N:29]2)=[C:22]([CH:25]=[CH:26][CH:27]=1)[C:23]#[N:24].[C@H](O)(C([O-])=O)[C@@H](O)C([O-])=O.[Na+].[K+]. The catalyst is C1COCC1. The product is [N:3]1([CH2:7][C@H:8]([O:18][C:36]2[N:35]=[CH:34][N:33]=[C:32]3[N:28]([C:21]4[C:22]([C:23]#[N:24])=[CH:25][CH:26]=[CH:27][C:20]=4[Cl:19])[N:29]=[CH:30][C:31]=23)[C:9]([NH:11][C:12]2[CH:17]=[CH:16][CH:15]=[CH:14][N:13]=2)=[O:10])[CH2:6][CH2:5][CH2:4]1. The yield is 0.220.